Dataset: TCR-epitope binding with 47,182 pairs between 192 epitopes and 23,139 TCRs. Task: Binary Classification. Given a T-cell receptor sequence (or CDR3 region) and an epitope sequence, predict whether binding occurs between them. (1) The epitope is HSKKKCDEL. The TCR CDR3 sequence is CASSPGAGDYEQYF. Result: 0 (the TCR does not bind to the epitope). (2) Result: 1 (the TCR binds to the epitope). The epitope is RIFTIGTVTLK. The TCR CDR3 sequence is CASTLGDSLSYEQYF. (3) The epitope is VVYRGTTTY. The TCR CDR3 sequence is CASSPLLGGRANNEQFF. Result: 0 (the TCR does not bind to the epitope). (4) The epitope is KLPDDFTGCV. The TCR CDR3 sequence is CASSLGGATADEQFF. Result: 1 (the TCR binds to the epitope). (5) The epitope is KRWIILGLNK. The TCR CDR3 sequence is CASSQDVLAGGREQYF. Result: 1 (the TCR binds to the epitope). (6) The epitope is TEILPVSMTK. The TCR CDR3 sequence is CASSPDGEQYF. Result: 0 (the TCR does not bind to the epitope). (7) The epitope is FRYMNSQGL. The TCR CDR3 sequence is CASSLDFGNTEAFF. Result: 0 (the TCR does not bind to the epitope). (8) The epitope is NEGVKAAW. The TCR CDR3 sequence is CASSLAPGPYSGANVLTF. Result: 1 (the TCR binds to the epitope). (9) The epitope is GTSGSPIINR. The TCR CDR3 sequence is CASSLQPSGRGADTQYF. Result: 1 (the TCR binds to the epitope). (10) The epitope is CLGGLLTMV. The TCR CDR3 sequence is CASSVVGGPGEQYF. Result: 1 (the TCR binds to the epitope).